This data is from Catalyst prediction with 721,799 reactions and 888 catalyst types from USPTO. The task is: Predict which catalyst facilitates the given reaction. (1) Reactant: [N:1]1[C:10]2[CH2:9][CH2:8][CH2:7][CH2:6][C:5]=2[C:4](O)=[N:3][C:2]=1O.[NH:13]([CH3:15])[CH3:14].C([O-])(O)=O.[Na+].O=P(Cl)(Cl)[Cl:23]. Product: [Cl:23][C:2]1[N:3]=[C:4]([N:13]([CH3:15])[CH3:14])[C:5]2[CH2:6][CH2:7][CH2:8][CH2:9][C:10]=2[N:1]=1. The catalyst class is: 1. (2) Reactant: Cl[C:2]1[N:7]=[C:6]([Cl:8])[C:5]([C:9]([O:11][CH3:12])=[O:10])=[C:4]([NH:13][C:14]2[CH:15]=[C:16]([CH3:20])[CH:17]=[CH:18][CH:19]=2)[N:3]=1.C(N(C(C)C)C(C)C)C.[CH2:30]([N:32]1[CH2:37][CH2:36][NH:35][CH2:34][CH2:33]1)[CH3:31].C([O-])(O)=O.[Na+]. Product: [Cl:8][C:6]1[C:5]([C:9]([O:11][CH3:12])=[O:10])=[C:4]([NH:13][C:14]2[CH:15]=[C:16]([CH3:20])[CH:17]=[CH:18][CH:19]=2)[N:3]=[C:2]([N:35]2[CH2:36][CH2:37][N:32]([CH2:30][CH3:31])[CH2:33][CH2:34]2)[N:7]=1. The catalyst class is: 1. (3) Reactant: [Br:1][C:2]1[CH:7]=[CH:6][C:5]([OH:8])=[CH:4][CH:3]=1.[C:9]([O:13][C:14](=[O:20])[NH:15][C@H:16]([CH3:19])[CH2:17]O)([CH3:12])([CH3:11])[CH3:10].C1(P(C2C=CC=CC=2)C2C=CC=CC=2)C=CC=CC=1.N(C(OC(C)(C)C)=O)=NC(OC(C)(C)C)=O. Product: [C:9]([O:13][C:14](=[O:20])[NH:15][C@H:16]([CH3:17])[CH2:19][O:8][C:5]1[CH:6]=[CH:7][C:2]([Br:1])=[CH:3][CH:4]=1)([CH3:12])([CH3:11])[CH3:10]. The catalyst class is: 11. (4) Reactant: C(C1C=CC(N2CC[C@H](N[C@@H](C3C4C(=CC=CC=4)C=CC=3)C)C2)=CC=1)(=O)C.[C:28]1([C@H:38]([NH:40][C@H:41]2[CH2:45][CH2:44][N:43]([C:46]3[N:51]=[CH:50][CH:49]=[CH:48][N:47]=3)[CH2:42]2)[CH3:39])[C:37]2[C:32](=[CH:33][CH:34]=[CH:35][CH:36]=2)[CH:31]=[CH:30][CH:29]=1.[ClH:52]. Product: [ClH:52].[ClH:52].[C:28]1([C@H:38]([NH:40][C@H:41]2[CH2:45][CH2:44][N:43]([C:46]3[N:47]=[CH:48][CH:49]=[CH:50][N:51]=3)[CH2:42]2)[CH3:39])[C:37]2[C:32](=[CH:33][CH:34]=[CH:35][CH:36]=2)[CH:31]=[CH:30][CH:29]=1. The catalyst class is: 13. (5) Reactant: [CH3:1][N:2]1[CH:6]=[C:5]([C:7](Cl)=[O:8])[N:4]=[CH:3]1.[NH2:10][C:11]1[CH:21]=[CH:20][C:19]([C:22]2[CH:23]=[C:24]3[C:30]([C:31]4[CH:36]=[CH:35][CH:34]=[CH:33][C:32]=4[O:37][CH3:38])=[CH:29][N:28]([S:39]([C:42]4[CH:47]=[CH:46][C:45]([CH3:48])=[CH:44][CH:43]=4)(=[O:41])=[O:40])[C:25]3=[N:26][CH:27]=2)=[CH:18][C:12]=1[C:13]([N:15]([CH3:17])[CH3:16])=[O:14].N1C=CC=CC=1.[Cl-].[NH4+]. Product: [CH3:17][N:15]([CH3:16])[C:13]([C:12]1[CH:18]=[C:19]([C:22]2[CH:23]=[C:24]3[C:30]([C:31]4[CH:36]=[CH:35][CH:34]=[CH:33][C:32]=4[O:37][CH3:38])=[CH:29][N:28]([S:39]([C:42]4[CH:43]=[CH:44][C:45]([CH3:48])=[CH:46][CH:47]=4)(=[O:41])=[O:40])[C:25]3=[N:26][CH:27]=2)[CH:20]=[CH:21][C:11]=1[NH:10][C:7]([C:5]1[N:4]=[CH:3][N:2]([CH3:1])[CH:6]=1)=[O:8])=[O:14]. The catalyst class is: 4.